This data is from Full USPTO retrosynthesis dataset with 1.9M reactions from patents (1976-2016). The task is: Predict the reactants needed to synthesize the given product. (1) Given the product [OH:8][C:5]1[CH:4]=[C:3]2[C:2](=[CH:7][CH:6]=1)[NH:1][N:14]=[C:9]2[CH:10]([CH3:12])[CH3:11], predict the reactants needed to synthesize it. The reactants are: [NH2:1][C:2]1[CH:7]=[CH:6][C:5]([OH:8])=[CH:4][C:3]=1[C:9](=O)[CH:10]([CH3:12])[CH3:11].[N:14]([O-])=O.[Na+].O.O.[Sn](Cl)Cl.[OH-].[Na+]. (2) Given the product [F:67][C:65]1[CH:64]=[C:63]([F:68])[CH:62]=[C:61]2[C:66]=1[C:57]([NH:49][C:48]1[CH:47]=[C:46]([CH:50]3[CH2:55][CH2:54][O:53][CH2:52][CH2:51]3)[N:45]=[CH:44][C:43]=1[C:39]1[CH:40]=[N:41][CH:42]=[C:37]([O:36][CH3:35])[CH:38]=1)=[C:58]([CH3:75])[C:59]([C:69]1[CH:74]=[CH:73][CH:72]=[CH:71][N:70]=1)=[N:60]2, predict the reactants needed to synthesize it. The reactants are: C1(P(C2CCCCC2)C2C=CC=CC=2C2C(C(C)C)=CC(C(C)C)=CC=2C(C)C)CCCCC1.[CH3:35][O:36][C:37]1[CH:38]=[C:39]([C:43]2[CH:44]=[N:45][C:46]([CH:50]3[CH2:55][CH2:54][O:53][CH2:52][CH2:51]3)=[CH:47][C:48]=2[NH2:49])[CH:40]=[N:41][CH:42]=1.Cl[C:57]1[C:66]2[C:61](=[CH:62][C:63]([F:68])=[CH:64][C:65]=2[F:67])[N:60]=[C:59]([C:69]2[CH:74]=[CH:73][CH:72]=[CH:71][N:70]=2)[C:58]=1[CH3:75].CC(C)([O-])C.[Na+]. (3) Given the product [CH3:1][C:2]1[N:9]2[C:5]([S:6][CH:7]=[C:8]2[Sn:27]([CH2:28][CH2:29][CH2:30][CH3:31])([CH2:32][CH2:33][CH2:34][CH3:35])[CH2:23][CH2:24][CH2:25][CH3:26])=[C:4]([S:10][CH3:11])[N:3]=1, predict the reactants needed to synthesize it. The reactants are: [CH3:1][C:2]1[N:9]2[C:5]([S:6][CH:7]=[CH:8]2)=[C:4]([S:10][CH3:11])[N:3]=1.C([Li])CCC.CCCCCC.[CH2:23]([Sn:27](Cl)([CH2:32][CH2:33][CH2:34][CH3:35])[CH2:28][CH2:29][CH2:30][CH3:31])[CH2:24][CH2:25][CH3:26].[Cl-].[NH4+].